This data is from Peptide-MHC class II binding affinity with 134,281 pairs from IEDB. The task is: Regression. Given a peptide amino acid sequence and an MHC pseudo amino acid sequence, predict their binding affinity value. This is MHC class II binding data. (1) The binding affinity (normalized) is 0.457. The peptide sequence is HVQDCDESVLTRLEA. The MHC is DRB5_0101 with pseudo-sequence DRB5_0101. (2) The peptide sequence is ELNLLDKRQFELYKR. The MHC is HLA-DQA10501-DQB10303 with pseudo-sequence HLA-DQA10501-DQB10303. The binding affinity (normalized) is 0.265. (3) The peptide sequence is GVLAGLAFQEMENFL. The MHC is DRB1_0901 with pseudo-sequence DRB1_0901. The binding affinity (normalized) is 0.637. (4) The peptide sequence is YNNNEAFKVENGSAA. The MHC is HLA-DQA10301-DQB10302 with pseudo-sequence HLA-DQA10301-DQB10302. The binding affinity (normalized) is 0.400. (5) The peptide sequence is STWYGKPTGAGPKDN. The MHC is DRB1_1302 with pseudo-sequence DRB1_1302. The binding affinity (normalized) is 0.0681. (6) The binding affinity (normalized) is 0.925. The MHC is DRB1_1001 with pseudo-sequence DRB1_1001. The peptide sequence is AVPWYAVAFNAIVAA. (7) The peptide sequence is STVLGFAALAAAAAF. The MHC is DRB1_0301 with pseudo-sequence DRB1_0301. The binding affinity (normalized) is 0.477.